Predict the reactants needed to synthesize the given product. From a dataset of Full USPTO retrosynthesis dataset with 1.9M reactions from patents (1976-2016). (1) Given the product [CH3:13][O:12][C:6]1[CH:5]=[C:4]([C:2]([CH:19]([OH:20])[CH:21]=[CH2:22])=[CH2:3])[CH:9]=[CH:8][C:7]=1[O:10][CH3:11], predict the reactants needed to synthesize it. The reactants are: Br[C:2]([C:4]1[CH:9]=[CH:8][C:7]([O:10][CH3:11])=[C:6]([O:12][CH3:13])[CH:5]=1)=[CH2:3].[Li]C(C)(C)C.[CH:19]([CH:21]=[CH2:22])=[O:20]. (2) Given the product [F:8][C:6]1[CH:5]=[CH:4][C:3]([CH2:9][NH:10][C:11](=[O:20])[C@@H:12]2[CH2:16][CH2:15][C:14](=[O:17])[N:13]2[CH3:18])=[C:2]([C:51]([F:54])([F:53])[F:52])[CH:7]=1, predict the reactants needed to synthesize it. The reactants are: Cl[C:2]1[CH:7]=[C:6]([F:8])[CH:5]=[CH:4][C:3]=1[CH2:9][NH:10][C:11](=[O:20])[C@@H:12]1[CH2:16][CH2:15][C:14](=[O:17])[N:13]1[CH2:18]C.CN1C(=O)CC[C@H]1C(O)=O.C(N1C(=O)CC[C@H]1C(O)=O)C.FC1C=CC(CN)=C([C:51]([F:54])([F:53])[F:52])C=1.ClC1C=C(F)C=CC=1CN. (3) Given the product [CH3:1][N:2]1[CH:6]=[C:5]([C:7]2[CH:8]=[CH:9][N:10]=[CH:11][CH:12]=2)[C:4]([C:13]2[CH:18]=[CH:17][C:16]([O:19][CH2:49][C:40]3[CH:41]=[N:42][C:43]4[C:48](=[CH:47][CH:46]=[CH:45][CH:44]=4)[N:39]=3)=[CH:15][CH:14]=2)=[N:3]1, predict the reactants needed to synthesize it. The reactants are: [CH3:1][N:2]1[CH:6]=[C:5]([C:7]2[CH:12]=[CH:11][N:10]=[CH:9][CH:8]=2)[C:4]([C:13]2[CH:18]=[CH:17][C:16]([OH:19])=[CH:15][CH:14]=2)=[N:3]1.C1(P(C2C=CC=CC=2)C2C=CC=CC=2)C=CC=CC=1.[N:39]1[C:48]2[C:43](=[CH:44][CH:45]=[CH:46][CH:47]=2)[N:42]=[CH:41][C:40]=1[CH2:49]O.[OH-].[Na+]. (4) Given the product [CH2:1]([O:8][CH:9]1[CH2:12][C:11]([NH:13][C:16]([N:40]2[CH2:41][CH2:42][N:37]3[N:36]=[C:35]([C:30]4[CH:31]=[CH:32][C:33]([F:34])=[C:28]([Cl:27])[CH:29]=4)[C:43]([C:44]([NH2:46])=[O:45])=[C:38]3[CH2:39]2)=[O:18])([CH3:14])[CH2:10]1)[C:2]1[CH:7]=[CH:6][CH:5]=[CH:4][CH:3]=1, predict the reactants needed to synthesize it. The reactants are: [CH2:1]([O:8][CH:9]1[CH2:12][C:11]([CH3:14])([NH2:13])[CH2:10]1)[C:2]1[CH:7]=[CH:6][CH:5]=[CH:4][CH:3]=1.Cl[C:16](Cl)([O:18]C(=O)OC(Cl)(Cl)Cl)Cl.[Cl:27][C:28]1[CH:29]=[C:30]([C:35]2[C:43]([C:44]([NH2:46])=[O:45])=[C:38]3[CH2:39][NH:40][CH2:41][CH2:42][N:37]3[N:36]=2)[CH:31]=[CH:32][C:33]=1[F:34]. (5) Given the product [OH:44][C@H:43]([CH2:45][NH:55][CH:56]([CH2:59][OH:60])[CH2:57][OH:58])[CH2:42][O:41][C:2]([CH3:1])([CH3:40])[CH2:3][N:4]1[CH:8]=[CH:7][C:6]([NH:9][C:10]([CH:12]2[CH:16]([C:17]3[CH:22]=[CH:21][CH:20]=[C:19]([Cl:23])[C:18]=3[F:24])[C:15]([C:27]3[CH:32]=[CH:31][C:30]([Cl:33])=[CH:29][C:28]=3[F:34])([C:25]#[N:26])[CH:14]([CH2:35][C:36]([CH3:38])([CH3:37])[CH3:39])[NH:13]2)=[O:11])=[N:5]1, predict the reactants needed to synthesize it. The reactants are: [CH3:1][C:2]([O:41][CH2:42][C@H:43]1[CH2:45][O:44]1)([CH3:40])[CH2:3][N:4]1[CH:8]=[CH:7][C:6]([NH:9][C:10]([CH:12]2[CH:16]([C:17]3[CH:22]=[CH:21][CH:20]=[C:19]([Cl:23])[C:18]=3[F:24])[C:15]([C:27]3[CH:32]=[CH:31][C:30]([Cl:33])=[CH:29][C:28]=3[F:34])([C:25]#[N:26])[CH:14]([CH2:35][C:36]([CH3:39])([CH3:38])[CH3:37])[NH:13]2)=[O:11])=[N:5]1.C(N(C(C)C)CC)(C)C.[NH2:55][CH:56]([CH2:59][OH:60])[CH2:57][OH:58]. (6) Given the product [C@H:1]1([NH:10][C:11]2[CH:20]=[CH:19][C:18]3[C:13](=[CH:14][CH:15]=[C:16]([NH:21][C:31]([NH:30][C:25]4[CH:26]=[CH:27][CH:28]=[CH:29][C:24]=4[O:23][CH3:22])=[O:32])[CH:17]=3)[N:12]=2)[C:9]2[C:4](=[CH:5][CH:6]=[CH:7][CH:8]=2)[CH2:3][CH2:2]1, predict the reactants needed to synthesize it. The reactants are: [C@H:1]1([NH:10][C:11]2[CH:20]=[CH:19][C:18]3[C:13](=[CH:14][CH:15]=[C:16]([NH2:21])[CH:17]=3)[N:12]=2)[C:9]2[C:4](=[CH:5][CH:6]=[CH:7][CH:8]=2)[CH2:3][CH2:2]1.[CH3:22][O:23][C:24]1[CH:29]=[CH:28][CH:27]=[CH:26][C:25]=1[N:30]=[C:31]=[O:32].